Binary Classification. Given a drug SMILES string, predict its activity (active/inactive) in a high-throughput screening assay against a specified biological target. From a dataset of HIV replication inhibition screening data with 41,000+ compounds from the AIDS Antiviral Screen. (1) The molecule is O=C(C=Cc1ccccc1)Oc1ccc(C=C2CCCCC2=O)cc1. The result is 0 (inactive). (2) The compound is CC=CCC1(C(C)C)C(=O)NC(=S)NC1=O. The result is 0 (inactive). (3) The compound is Nc1ccccc1C1=Nc2cncnc2NC1. The result is 0 (inactive). (4) The molecule is CN(C)C(=O)c1nc(CNC(=O)CN)n(-c2ccc(Cl)cc2C(=O)c2ccccc2)n1. The result is 0 (inactive). (5) The result is 0 (inactive). The molecule is O=C1CC(c2ccccc2)NC(=O)N1CCN1CCOCC1. (6) The compound is O=C1C2C=CC1C1C3OC3C(=O)C21. The result is 0 (inactive). (7) The molecule is N=C(N)NCCCCCCC(=O)NC(O)C(=O)NCCCCNCCCN. The result is 0 (inactive).